Dataset: Full USPTO retrosynthesis dataset with 1.9M reactions from patents (1976-2016). Task: Predict the reactants needed to synthesize the given product. (1) Given the product [CH2:1]([O:3][C:4]([C:6]1[C:10]([CH3:11])=[C:9]([C:18]2[CH:19]=[CH:20][C:15]([C:13]#[N:14])=[CH:16][C:17]=2[F:24])[O:8][N:7]=1)=[O:5])[CH3:2], predict the reactants needed to synthesize it. The reactants are: [CH2:1]([O:3][C:4]([C:6]1[C:10]([CH3:11])=[C:9](Br)[O:8][N:7]=1)=[O:5])[CH3:2].[C:13]([C:15]1[CH:20]=[CH:19][C:18](B(O)O)=[C:17]([F:24])[CH:16]=1)#[N:14]. (2) Given the product [ClH:1].[Cl:1][C:2]1[CH:3]=[C:4]2[C:9](=[C:10]([Cl:12])[CH:11]=1)[CH2:8][N:7]([CH3:13])[CH2:6][C@H:5]2[C:14]1[CH:19]=[CH:18][CH:17]=[CH:16][C:15]=1[N:20]1[CH:36]=[CH:37][N:38]([CH3:39])[C:22]1=[O:23], predict the reactants needed to synthesize it. The reactants are: [Cl:1][C:2]1[CH:3]=[C:4]2[C:9](=[C:10]([Cl:12])[CH:11]=1)[CH2:8][N:7]([CH3:13])[CH2:6][C@H:5]2[C:14]1[CH:19]=[CH:18][CH:17]=[CH:16][C:15]=1[NH2:20].Cl[C:22](OC1C=CC([N+]([O-])=O)=CC=1)=[O:23].CO[CH:36](OC)[CH2:37][NH:38][CH3:39].Cl. (3) Given the product [CH3:20][O:21][C:22](=[O:33])[CH:23]([NH:24][C:12]1[CH:13]=[CH:14][CH:15]=[CH:16][C:11]=1[C:9](=[O:10])[C:8]1[CH:18]=[CH:19][C:5]([C:1]([CH3:4])([CH3:3])[CH3:2])=[CH:6][CH:7]=1)[CH2:25][C:26]1[CH:31]=[CH:30][C:29]([OH:32])=[CH:28][CH:27]=1, predict the reactants needed to synthesize it. The reactants are: [C:1]([C:5]1[CH:19]=[CH:18][C:8]([C:9]([CH:11]2[CH2:16][CH2:15][CH2:14][CH2:13][C:12]2=O)=[O:10])=[CH:7][CH:6]=1)([CH3:4])([CH3:3])[CH3:2].[CH3:20][O:21][C:22](=[O:33])[C@H:23]([CH2:25][C:26]1[CH:31]=[CH:30][C:29]([OH:32])=[CH:28][CH:27]=1)[NH2:24].O.CO. (4) Given the product [Cl:1][C:2]1[CH:7]=[CH:6][C:5]([C:8]2[CH:13]=[CH:12][N:11]([CH2:14][CH2:15][C@@:16]([CH3:31])([S:27]([CH3:30])(=[O:28])=[O:29])[C:17]([NH:19][OH:20])=[O:18])[C:10](=[O:32])[CH:9]=2)=[C:4]([F:33])[CH:3]=1, predict the reactants needed to synthesize it. The reactants are: [Cl:1][C:2]1[CH:7]=[CH:6][C:5]([C:8]2[CH:13]=[CH:12][N:11]([CH2:14][CH2:15][C@@:16]([CH3:31])([S:27]([CH3:30])(=[O:29])=[O:28])[C:17]([NH:19][O:20]C3CCCCO3)=[O:18])[C:10](=[O:32])[CH:9]=2)=[C:4]([F:33])[CH:3]=1.Cl.